From a dataset of Reaction yield outcomes from USPTO patents with 853,638 reactions. Predict the reaction yield, written as a fraction of the theoretical maximum amount of product (1.0 means a 100% yield; for example, 0.34 means a 34% yield). (1) The reactants are [CH3:1][C:2]1([CH3:17])[C:10]2[C:5](=[CH:6][C:7]([N+:11]([O-])=O)=[CH:8][CH:9]=2)[N:4]([C:14](=[O:16])[CH3:15])[CH2:3]1. The catalyst is CO.[Pd]. The product is [NH2:11][C:7]1[CH:6]=[C:5]2[C:10]([C:2]([CH3:17])([CH3:1])[CH2:3][N:4]2[C:14](=[O:16])[CH3:15])=[CH:9][CH:8]=1. The yield is 0.610. (2) The reactants are Br[C:2]1[CH:25]=[N:24][C:5]2[N:6]=[CH:7][N:8]([NH:11][C:12]3[CH:17]=[C:16]([Cl:18])[CH:15]=[CH:14][C:13]=3[S:19]([CH2:22][CH3:23])(=[O:21])=[O:20])[C:9](=[O:10])[C:4]=2[CH:3]=1.[CH3:26][N:27](C=O)C. The catalyst is [C-]#N.[Zn+2].[C-]#N.C1C=CC([P]([Pd]([P](C2C=CC=CC=2)(C2C=CC=CC=2)C2C=CC=CC=2)([P](C2C=CC=CC=2)(C2C=CC=CC=2)C2C=CC=CC=2)[P](C2C=CC=CC=2)(C2C=CC=CC=2)C2C=CC=CC=2)(C2C=CC=CC=2)C2C=CC=CC=2)=CC=1. The product is [Cl:18][C:16]1[CH:15]=[CH:14][C:13]([S:19]([CH2:22][CH3:23])(=[O:21])=[O:20])=[C:12]([CH:17]=1)[NH:11][N:8]1[C:9](=[O:10])[C:4]2[CH:3]=[C:2]([C:26]#[N:27])[CH:25]=[N:24][C:5]=2[N:6]=[CH:7]1. The yield is 0.540. (3) The reactants are C([N-]C(C)C)(C)C.[Li+].O1CCCC1.CCCCCCC.C(C1C=CC=CC=1)C.[Br:29][C:30]1[CH:35]=[C:34]([Si:36]([CH2:41][CH3:42])([CH2:39][CH3:40])[CH2:37][CH3:38])[C:33]([F:43])=[CH:32][N:31]=1.[F:44][CH:45]([F:51])[C:46](OCC)=[O:47]. The yield is 0.221. The product is [Br:29][C:30]1[N:31]=[C:32]([C:46](=[O:47])[CH:45]([F:51])[F:44])[C:33]([F:43])=[C:34]([Si:36]([CH2:41][CH3:42])([CH2:39][CH3:40])[CH2:37][CH3:38])[CH:35]=1. The catalyst is C1COCC1. (4) The reactants are [CH2:1]([Li])[CH2:2][CH2:3][CH3:4].[C:6]([C:9]1[C:10]([O:27][CH2:28][C:29]2[CH:34]=[CH:33][CH:32]=[CH:31][CH:30]=2)=[CH:11][C:12]([O:19]CC2C=CC=CC=2)=[C:13]([CH:18]=1)[C:14]([O:16][CH3:17])=[O:15])(=O)[CH3:7].[CH3:35]O.O1C[CH2:40][CH2:39][CH2:38]1. The catalyst is [Br-].C[P+](C1C=CC=CC=1)(C1C=CC=CC=1)C1C=CC=CC=1. The product is [CH2:1]([O:19][C:12]1[CH:11]=[C:10]([O:27][CH2:28][C:29]2[CH:34]=[CH:33][CH:32]=[CH:31][CH:30]=2)[C:9]([C:6]([CH3:35])=[CH2:7])=[CH:18][C:13]=1[C:14]([O:16][CH3:17])=[O:15])[C:2]1[CH:40]=[CH:39][CH:38]=[CH:4][CH:3]=1. The yield is 0.360. (5) The reactants are Cl[C:2]1[CH:11]=[CH:10][C:9]2[CH2:8][N:7]([CH3:12])[CH2:6][CH2:5][C:4]=2[N:3]=1.[CH3:13][CH:14]([N:16]1[CH2:21][CH2:20][CH:19]([OH:22])[CH2:18][CH2:17]1)[CH3:15].[OH-].[K+]. The catalyst is C1COCC1. The product is [CH3:12][N:7]1[CH2:6][CH2:5][C:4]2[N:3]=[C:2]([O:22][CH:19]3[CH2:20][CH2:21][N:16]([CH:14]([CH3:15])[CH3:13])[CH2:17][CH2:18]3)[CH:11]=[CH:10][C:9]=2[CH2:8]1. The yield is 0.130.